From a dataset of Catalyst prediction with 721,799 reactions and 888 catalyst types from USPTO. Predict which catalyst facilitates the given reaction. (1) Reactant: C[Al](C)C.[C:5]([C:9]1[CH:29]=[CH:28][C:12]([CH2:13][NH:14][CH2:15][CH2:16][C:17]2[CH:22]=[CH:21][C:20]([F:23])=[C:19]([C:24]([F:27])([F:26])[F:25])[CH:18]=2)=[CH:11][CH:10]=1)([CH3:8])([CH3:7])[CH3:6].C[O:31][C:32]([C:34]1[N:35]=[CH:36][CH:37]=[C:38]2[CH:42]=[CH:41][NH:40][C:39]=12)=O. Product: [C:5]([C:9]1[CH:29]=[CH:28][C:12]([CH2:13][N:14]([CH2:15][CH2:16][C:17]2[CH:22]=[CH:21][C:20]([F:23])=[C:19]([C:24]([F:26])([F:27])[F:25])[CH:18]=2)[C:32]([C:34]2[N:35]=[CH:36][CH:37]=[C:38]3[CH:42]=[CH:41][NH:40][C:39]=23)=[O:31])=[CH:11][CH:10]=1)([CH3:8])([CH3:6])[CH3:7]. The catalyst class is: 4. (2) Reactant: [F:1][C:2]([F:10])([F:9])[CH:3]([OH:8])[CH2:4][CH2:5][NH:6][CH3:7].[C:11]([O:15][C:16](O[C:16]([O:15][C:11]([CH3:14])([CH3:13])[CH3:12])=[O:17])=[O:17])([CH3:14])([CH3:13])[CH3:12]. Product: [CH3:7][N:6]([CH2:5][CH2:4][CH:3]([OH:8])[C:2]([F:10])([F:9])[F:1])[C:16](=[O:17])[O:15][C:11]([CH3:14])([CH3:13])[CH3:12]. The catalyst class is: 1. (3) Product: [CH3:2][S:1]([O:5][CH2:51][CH:50]([C:27]1[CH:26]=[C:25]([O:24][CH2:6][CH2:7][CH2:8][CH2:9][CH2:10][CH2:11][CH2:12][CH2:13][CH2:14][CH2:15][CH2:16][CH2:17][CH2:18][CH2:19][CH2:20][CH2:21][CH2:22][CH3:23])[CH:30]=[C:29]([O:31][CH2:32][CH2:33][CH2:34][CH2:35][CH2:36][CH2:37][CH2:38][CH2:39][CH2:40][CH2:41][CH2:42][CH2:43][CH2:44][CH2:45][CH2:46][CH2:47][CH2:48][CH3:49])[CH:28]=1)[CH2:53][O:54][S:63]([CH3:62])(=[O:65])=[O:64])(=[O:4])=[O:3]. The catalyst class is: 1. Reactant: [S:1]([O-:5])(=[O:4])(=[O:3])[CH3:2].[CH2:6]([O:24][C:25]1[CH:26]=[C:27]([CH:50]([CH2:53][OH:54])[CH2:51]O)[CH:28]=[C:29]([O:31][CH2:32][CH2:33][CH2:34][CH2:35][CH2:36][CH2:37][CH2:38][CH2:39][CH2:40][CH2:41][CH2:42][CH2:43][CH2:44][CH2:45][CH2:46][CH2:47][CH2:48][CH3:49])[CH:30]=1)[CH2:7][CH2:8][CH2:9][CH2:10][CH2:11][CH2:12][CH2:13][CH2:14][CH2:15][CH2:16][CH2:17][CH2:18][CH2:19][CH2:20][CH2:21][CH2:22][CH3:23].C(N(CC)CC)C.[CH3:62][S:63](Cl)(=[O:65])=[O:64]. (4) Reactant: [CH3:1][O:2][C:3]1[N:8]=[C:7]([C:9]2([C:13]#[N:14])[CH2:12][CH2:11][CH2:10]2)[CH:6]=[CH:5][CH:4]=1.[H-].[Al+3].[Li+].[H-].[H-].[H-].O.[OH-].[Na+]. Product: [CH3:1][O:2][C:3]1[N:8]=[C:7]([C:9]2([CH2:13][NH2:14])[CH2:12][CH2:11][CH2:10]2)[CH:6]=[CH:5][CH:4]=1. The catalyst class is: 1. (5) Reactant: [CH:1]1([O:7][CH2:8][CH2:9][CH2:10][CH2:11][O:12][C:13]2[CH:18]=[CH:17][C:16]([CH2:19][CH2:20][CH2:21][O:22][C:23]3[CH:28]=[CH:27][C:26]([C:29]([O:31][CH2:32][CH3:33])=[O:30])=[CH:25][C:24]=3CC(O)=O)=[CH:15][CH:14]=2)[CH2:6][CH2:5][CH2:4][CH2:3][CH2:2]1.[OH2:38].O[N:40]1[C:44]2[CH:45]=[CH:46][CH:47]=[CH:48][C:43]=2N=N1.Cl.CN(C)CCCN=C=NCC.C(N([CH2:66][CH3:67])CC)C. Product: [CH:1]1([O:7][CH2:8][CH2:9][CH2:10][CH2:11][O:12][C:13]2[CH:14]=[CH:15][C:16]([CH2:19][CH2:20][CH2:21][O:22][C:23]3[CH:24]=[CH:25][C:26]([C:29]([O:31][CH2:32][CH3:33])=[O:30])=[CH:27][C:28]=3[CH2:66][C:67]([NH:40][CH:44]3[CH2:45][CH2:46][CH2:47][CH:48]([C:29]([O:31][CH3:32])=[O:30])[CH2:43]3)=[O:38])=[CH:17][CH:18]=2)[CH2:6][CH2:5][CH2:4][CH2:3][CH2:2]1. The catalyst class is: 4. (6) Reactant: [Cl:1][C:2]1[CH:7]=[CH:6][C:5]([CH2:8][OH:9])=[CH:4][C:3]=1[CH2:10][C:11]1[CH:16]=[CH:15][C:14]([O:17][CH2:18][CH3:19])=[CH:13][CH:12]=1.BrC1C=CC(Cl)=C(CC2C=CC(OCC)=CC=2)C=1.[Li]CCCC.[C:43]([Si:47]([CH3:62])([CH3:61])[O:48][C@H:49]1[C@H:56]2[C@H:52]([O:53][C:54]([CH3:58])([CH3:57])[O:55]2)[O:51][C@H:50]1C=O)([CH3:46])([CH3:45])[CH3:44]. Product: [C:43]([Si:47]([CH3:62])([CH3:61])[O:48][C@H:49]1[C@H:56]2[C@H:52]([O:53][C:54]([CH3:58])([CH3:57])[O:55]2)[O:51][C@H:50]1[C@H:8]([C:5]1[CH:6]=[CH:7][C:2]([Cl:1])=[C:3]([CH2:10][C:11]2[CH:12]=[CH:13][C:14]([O:17][CH2:18][CH3:19])=[CH:15][CH:16]=2)[CH:4]=1)[OH:9])([CH3:46])([CH3:45])[CH3:44]. The catalyst class is: 1. (7) Reactant: [C:1]([N:3]=[C:4]([NH:34][CH3:35])[NH:5][CH2:6][CH2:7][CH2:8][C@:9]1([C:28]2[CH:33]=[CH:32][CH:31]=[CH:30][CH:29]=2)[N:13]([C:14](=[O:19])[C@@H:15]([O:17][CH3:18])[CH3:16])[N:12]=[C:11]([C:20]2[CH:25]=[C:24]([F:26])[CH:23]=[CH:22][C:21]=2[F:27])[S:10]1)#[N:2].[ClH:36].[OH2:37]. Product: [ClH:36].[F:27][C:21]1[CH:22]=[CH:23][C:24]([F:26])=[CH:25][C:20]=1[C:11]1[S:10][C@@:9]([CH2:8][CH2:7][CH2:6][NH:5][C:4]([NH:34][CH3:35])=[N:3][C:1]([NH2:2])=[O:37])([C:28]2[CH:33]=[CH:32][CH:31]=[CH:30][CH:29]=2)[N:13]([C:14](=[O:19])[C@@H:15]([O:17][CH3:18])[CH3:16])[N:12]=1. The catalyst class is: 71.